This data is from NCI-60 drug combinations with 297,098 pairs across 59 cell lines. The task is: Regression. Given two drug SMILES strings and cell line genomic features, predict the synergy score measuring deviation from expected non-interaction effect. (1) Drug 1: CC(CN1CC(=O)NC(=O)C1)N2CC(=O)NC(=O)C2. Drug 2: C1=CC=C(C=C1)NC(=O)CCCCCCC(=O)NO. Cell line: HCT116. Synergy scores: CSS=43.6, Synergy_ZIP=-8.06, Synergy_Bliss=-5.38, Synergy_Loewe=-6.40, Synergy_HSA=-0.352. (2) Drug 1: C1CCC(CC1)NC(=O)N(CCCl)N=O. Drug 2: CC(C)(C#N)C1=CC(=CC(=C1)CN2C=NC=N2)C(C)(C)C#N. Cell line: LOX IMVI. Synergy scores: CSS=34.2, Synergy_ZIP=-11.9, Synergy_Bliss=-5.80, Synergy_Loewe=-3.27, Synergy_HSA=-3.40. (3) Drug 1: CCCCCOC(=O)NC1=NC(=O)N(C=C1F)C2C(C(C(O2)C)O)O. Drug 2: CS(=O)(=O)OCCCCOS(=O)(=O)C. Cell line: UACC-257. Synergy scores: CSS=-0.430, Synergy_ZIP=-0.0186, Synergy_Bliss=-1.88, Synergy_Loewe=-2.61, Synergy_HSA=-2.80. (4) Drug 1: CC1C(C(CC(O1)OC2CC(CC3=C2C(=C4C(=C3O)C(=O)C5=C(C4=O)C(=CC=C5)OC)O)(C(=O)C)O)N)O.Cl. Drug 2: C1CC(C1)(C(=O)O)C(=O)O.[NH2-].[NH2-].[Pt+2]. Cell line: NCI-H226. Synergy scores: CSS=16.1, Synergy_ZIP=-7.90, Synergy_Bliss=-5.13, Synergy_Loewe=-4.75, Synergy_HSA=-3.83. (5) Cell line: BT-549. Drug 1: CC(C1=C(C=CC(=C1Cl)F)Cl)OC2=C(N=CC(=C2)C3=CN(N=C3)C4CCNCC4)N. Drug 2: C1=CN(C=N1)CC(O)(P(=O)(O)O)P(=O)(O)O. Synergy scores: CSS=2.23, Synergy_ZIP=3.33, Synergy_Bliss=9.70, Synergy_Loewe=5.04, Synergy_HSA=5.42.